This data is from Reaction yield outcomes from USPTO patents with 853,638 reactions. The task is: Predict the reaction yield, written as a fraction of the theoretical maximum amount of product (1.0 means a 100% yield; for example, 0.34 means a 34% yield). (1) The reactants are [C:1](Cl)(=[O:19])[CH2:2][CH2:3][CH2:4][CH2:5][CH2:6][CH2:7][CH2:8][CH2:9][CH2:10][CH2:11][CH2:12][CH2:13][CH2:14][CH2:15][CH2:16][CH2:17][CH3:18].[CH3:21][C:22]([O:25][C:26](=[O:72])[C@H:27]([CH2:67][CH2:68][CH2:69][CH2:70][NH2:71])[N:28]([CH2:48][CH2:49][N:50]([CH2:59][C:60]([O:62][C:63]([CH3:66])([CH3:65])[CH3:64])=[O:61])[CH2:51][C:52](=[O:58])[O:53][C:54]([CH3:57])([CH3:56])[CH3:55])[CH2:29][CH2:30][N:31]([CH2:40][C:41](=[O:47])[O:42][C:43]([CH3:46])([CH3:45])[CH3:44])[CH2:32][C:33](=[O:39])[O:34][C:35]([CH3:38])([CH3:37])[CH3:36])([CH3:24])[CH3:23]. The catalyst is C(Cl)(Cl)Cl. The product is [CH3:24][C:22]([O:25][C:26](=[O:72])[C@H:27]([CH2:67][CH2:68][CH2:69][CH2:70][NH:71][C:1](=[O:19])[CH2:2][CH2:3][CH2:4][CH2:5][CH2:6][CH2:7][CH2:8][CH2:9][CH2:10][CH2:11][CH2:12][CH2:13][CH2:14][CH2:15][CH2:16][CH2:17][CH3:18])[N:28]([CH2:29][CH2:30][N:31]([CH2:40][C:41]([O:42][C:43]([CH3:46])([CH3:45])[CH3:44])=[O:47])[CH2:32][C:33](=[O:39])[O:34][C:35]([CH3:36])([CH3:37])[CH3:38])[CH2:48][CH2:49][N:50]([CH2:51][C:52](=[O:58])[O:53][C:54]([CH3:55])([CH3:56])[CH3:57])[CH2:59][C:60](=[O:61])[O:62][C:63]([CH3:64])([CH3:65])[CH3:66])([CH3:21])[CH3:23]. The yield is 0.620. (2) The reactants are [CH3:1][O:2][C:3](=[O:35])[C:4]1[CH:9]=[C:8]([N:10]2[CH:14]=[C:13]([C:15]3[CH:20]=[CH:19][C:18]([Cl:21])=[CH:17][C:16]=3[Cl:22])[N:12]=[C:11]2[CH2:23][C:24]2[CH:29]=[CH:28][C:27](Br)=[CH:26][CH:25]=2)[CH:7]=[CH:6][C:5]=1[C:31]([F:34])([F:33])[F:32].[OH:36][C:37]1[CH:42]=[CH:41][C:40](B(O)O)=[CH:39][CH:38]=1. No catalyst specified. The product is [CH3:1][O:2][C:3](=[O:35])[C:4]1[CH:9]=[C:8]([N:10]2[CH:14]=[C:13]([C:15]3[CH:20]=[CH:19][C:18]([Cl:21])=[CH:17][C:16]=3[Cl:22])[N:12]=[C:11]2[CH2:23][C:24]2[CH:29]=[CH:28][C:27]([C:40]3[CH:41]=[CH:42][C:37]([OH:36])=[CH:38][CH:39]=3)=[CH:26][CH:25]=2)[CH:7]=[CH:6][C:5]=1[C:31]([F:34])([F:33])[F:32]. The yield is 0.700. (3) The reactants are [CH3:1][C:2]1[CH:3]=[CH:4][CH:5]=[CH:6][C:7]=1[NH2:8].CCN(CC)CC.[CH3:16][C:17]([CH3:22])([CH3:21])[C:18](Cl)=[O:19]. The catalyst is C(Cl)Cl. The product is [C:2]1([CH3:1])[CH:3]=[CH:4][CH:5]=[CH:6][C:7]=1[NH:8][C:18](=[O:19])[C:17]([CH3:22])([CH3:21])[CH3:16]. The yield is 0.910. (4) The reactants are [CH3:1][N:2]1[CH2:7][CH2:6][N:5]([C:8]2[CH:13]=[CH:12][N:11]=[C:10]([NH2:14])[C:9]=2[N+:15]([O-])=O)[CH2:4][CH2:3]1. The catalyst is CO.[Pd]. The product is [CH3:1][N:2]1[CH2:3][CH2:4][N:5]([C:8]2[CH:13]=[CH:12][N:11]=[C:10]([NH2:14])[C:9]=2[NH2:15])[CH2:6][CH2:7]1. The yield is 0.890. (5) The reactants are [NH2:1][C:2]1[C:7]([C:8]([O:10][CH2:11][CH3:12])=[O:9])=[CH:6][N:5]=[CH:4][N:3]=1.[C:13](OC(=O)C)(=[O:15])[CH3:14]. No catalyst specified. The product is [C:13]([NH:1][C:2]1[C:7]([C:8]([O:10][CH2:11][CH3:12])=[O:9])=[CH:6][N:5]=[CH:4][N:3]=1)(=[O:15])[CH3:14]. The yield is 0.590. (6) The reactants are Br[CH2:2][C:3]1[N:4]=[C:5]([C:9]2[CH:14]=[CH:13][C:12]([O:15][CH3:16])=[CH:11][CH:10]=2)[O:6][C:7]=1[CH3:8].[F:17][C:18]1[C:26]([OH:27])=[CH:25][CH:24]=[C:23]([F:28])[C:19]=1[C:20]([NH2:22])=[O:21].C(=O)([O-])[O-].[K+].[K+]. The catalyst is CN(C=O)C. The product is [F:17][C:18]1[C:26]([O:27][CH2:2][C:3]2[N:4]=[C:5]([C:9]3[CH:14]=[CH:13][C:12]([O:15][CH3:16])=[CH:11][CH:10]=3)[O:6][C:7]=2[CH3:8])=[CH:25][CH:24]=[C:23]([F:28])[C:19]=1[C:20]([NH2:22])=[O:21]. The yield is 0.870. (7) The catalyst is CN(C)C=O.[Cl-].[Na+].O.C(OCC)(=O)C.[Pd].C1(P(C2C=CC=CC=2)C2C=CC=CC=2)C=CC=CC=1.C1(P(C2C=CC=CC=2)C2C=CC=CC=2)C=CC=CC=1.C1(P(C2C=CC=CC=2)C2C=CC=CC=2)C=CC=CC=1.C1(P(C2C=CC=CC=2)C2C=CC=CC=2)C=CC=CC=1. The reactants are [C:1]([O:5][C:6]([NH:8][C:9]([CH3:29])([CH3:28])[CH2:10][C:11]1[C:19]2[C:14](=[C:15](OS(C(F)(F)F)(=O)=O)[CH:16]=[CH:17][CH:18]=2)[NH:13][CH:12]=1)=[O:7])([CH3:4])([CH3:3])[CH3:2].C(N(CC)CC)C.[F:37][C:38]([F:53])([F:52])[C:39]1[CH:44]=[C:43]([C:45]([F:48])([F:47])[F:46])[CH:42]=[CH:41][C:40]=1B(O)O. The product is [C:1]([O:5][C:6](=[O:7])[NH:8][C:9]([CH3:29])([CH3:28])[CH2:10][C:11]1[C:19]2[C:14](=[C:15]([C:40]3[CH:41]=[CH:42][C:43]([C:45]([F:48])([F:46])[F:47])=[CH:44][C:39]=3[C:38]([F:37])([F:52])[F:53])[CH:16]=[CH:17][CH:18]=2)[NH:13][CH:12]=1)([CH3:3])([CH3:2])[CH3:4]. The yield is 0.890.